From a dataset of Full USPTO retrosynthesis dataset with 1.9M reactions from patents (1976-2016). Predict the reactants needed to synthesize the given product. Given the product [Br:10][CH:2]1[CH2:7][CH2:6][CH:5]([CH:8]=[O:9])[CH2:4][CH2:3]1, predict the reactants needed to synthesize it. The reactants are: O[CH:2]1[CH2:7][CH2:6][CH:5]([CH:8]=[O:9])[CH2:4][CH2:3]1.[Br:10]C(Br)(Br)C(Br)(Br)Br.C1(P(C2C=CC=CC=2)C2C=CC=CC=2)C=CC=CC=1.